Dataset: Peptide-MHC class II binding affinity with 134,281 pairs from IEDB. Task: Regression. Given a peptide amino acid sequence and an MHC pseudo amino acid sequence, predict their binding affinity value. This is MHC class II binding data. (1) The peptide sequence is LLNAKFFHMNIYECK. The MHC is DRB1_1201 with pseudo-sequence DRB1_1201. The binding affinity (normalized) is 0.783. (2) The peptide sequence is MRILVRGNSPAFNYN. The MHC is DRB1_0802 with pseudo-sequence DRB1_0802. The binding affinity (normalized) is 0.671. (3) The peptide sequence is KGSNDHYLALLVKYA. The MHC is HLA-DQA10501-DQB10201 with pseudo-sequence HLA-DQA10501-DQB10201. The binding affinity (normalized) is 0.262. (4) The peptide sequence is KFGVAKKANVYAVKV. The MHC is HLA-DQA10201-DQB10202 with pseudo-sequence HLA-DQA10201-DQB10202. The binding affinity (normalized) is 0.154. (5) The peptide sequence is MHVSFVMAYPEMLAA. The MHC is DRB1_0404 with pseudo-sequence DRB1_0404. The binding affinity (normalized) is 0.670. (6) The peptide sequence is GGLHRMVLDGRAPVL. The MHC is HLA-DQA10501-DQB10201 with pseudo-sequence HLA-DQA10501-DQB10201. The binding affinity (normalized) is 0.132.